Dataset: Catalyst prediction with 721,799 reactions and 888 catalyst types from USPTO. Task: Predict which catalyst facilitates the given reaction. (1) Reactant: [SH3+].[Br-].[CH2:3]([S+]1CCCC1)[C:4]1[CH:9]=[CH:8][CH:7]=[CH:6][CH:5]=1.[CH2:15]([O:17][C:18](=[O:28])/[CH:19]=[CH:20]/[C:21]1[CH:26]=[CH:25][CH:24]=[C:23]([Br:27])[CH:22]=1)[CH3:16].[Li+].C[Si]([N-][Si](C)(C)C)(C)C. Product: [CH2:15]([O:17][C:18]([C@@H:19]1[C@H:3]([C:4]2[CH:9]=[CH:8][CH:7]=[CH:6][CH:5]=2)[C@H:20]1[C:21]1[CH:26]=[CH:25][CH:24]=[C:23]([Br:27])[CH:22]=1)=[O:28])[CH3:16]. The catalyst class is: 2. (2) Reactant: Br[C:2]1[CH:7]=[CH:6][C:5]([N:8]([Si:13]([CH3:16])([CH3:15])[CH3:14])[Si:9]([CH3:12])([CH3:11])[CH3:10])=[C:4]([Cl:17])[CH:3]=1.C([Li])(C)(C)C.[C:23]([O:27][C:28]([N:30]1[CH2:34][CH2:33][CH2:32][C:31]1([CH2:37][CH2:38][CH2:39][CH3:40])[CH:35]=[O:36])=[O:29])([CH3:26])([CH3:25])[CH3:24]. Product: [C:23]([O:27][C:28]([N:30]1[CH2:34][CH2:33][CH2:32][C:31]1([CH2:37][CH2:38][CH2:39][CH3:40])[CH:35]([C:2]1[CH:7]=[CH:6][C:5]([N:8]([Si:13]([CH3:16])([CH3:15])[CH3:14])[Si:9]([CH3:12])([CH3:11])[CH3:10])=[C:4]([Cl:17])[CH:3]=1)[OH:36])=[O:29])([CH3:26])([CH3:25])[CH3:24]. The catalyst class is: 28. (3) Reactant: [NH2:1][C:2]1[N:12]=[CH:11][C:10]([N+:13]([O-])=O)=[CH:9][C:3]=1[C:4]([O:6][CH2:7][CH3:8])=[O:5]. Product: [NH2:1][C:2]1[N:12]=[CH:11][C:10]([NH2:13])=[CH:9][C:3]=1[C:4]([O:6][CH2:7][CH3:8])=[O:5]. The catalyst class is: 256. (4) Product: [NH:14]([C:2]1[S:3][C:4]([C:8]([O:10][CH2:11][CH3:12])=[O:9])=[C:5]([CH3:7])[N:6]=1)[NH2:15]. Reactant: Br[C:2]1[S:3][C:4]([C:8]([O:10][CH2:11][CH3:12])=[O:9])=[C:5]([CH3:7])[N:6]=1.O.[NH2:14][NH2:15]. The catalyst class is: 7. (5) Reactant: [Br:1][C:2](Br)=[CH:3][C@H:4]1[CH2:9][CH2:8][C@H:7]2[C@H:10]3[C@H:20]([CH2:21][CH2:22][C@:5]12[CH3:6])[C@:18]1([CH3:19])[C@H:13]([CH2:14][C@H:15]([O:23][Si](C(C)(C)C)(C2C=CC=CC=2)C2C=CC=CC=2)[CH2:16][CH2:17]1)[CH2:12][CH2:11]3. Product: [Br:1][C:2]#[C:3][C@H:4]1[CH2:9][CH2:8][C@H:7]2[C@H:10]3[C@H:20]([CH2:21][CH2:22][C@:5]12[CH3:6])[C@:18]1([CH3:19])[C@H:13]([CH2:14][C@H:15]([OH:23])[CH2:16][CH2:17]1)[CH2:12][CH2:11]3. The catalyst class is: 7. (6) Reactant: [O:1]1[CH2:6][CH2:5][N:4]([C:7]2[CH:12]=[CH:11][C:10]([OH:13])=[CH:9][CH:8]=2)[CH2:3][CH2:2]1.[H-].[Na+].Br[CH2:17][CH2:18][O:19][CH:20]1[CH2:25][CH2:24][CH2:23][CH2:22][O:21]1. Product: [O:21]1[CH2:22][CH2:23][CH2:24][CH2:25][CH:20]1[O:19][CH2:18][CH2:17][O:13][C:10]1[CH:9]=[CH:8][C:7]([N:4]2[CH2:3][CH2:2][O:1][CH2:6][CH2:5]2)=[CH:12][CH:11]=1. The catalyst class is: 3. (7) Reactant: [C:1]([NH:5][C:6]([C:8]1[CH:9]=[C:10]([CH:34]=[CH:35][CH:36]=1)[CH2:11][N:12]1[CH2:17][CH2:16][N:15]([C:18]([C:20]2[N:21]=[CH:22][C:23]([NH:26]C(=O)OC(C)(C)C)=[N:24][CH:25]=2)=[O:19])[CH2:14][CH2:13]1)=[O:7])([CH3:4])([CH3:3])[CH3:2].FC(F)(F)C(O)=O. Product: [NH2:26][C:23]1[CH:22]=[N:21][C:20]([C:18]([N:15]2[CH2:16][CH2:17][N:12]([CH2:11][C:10]3[CH:9]=[C:8]([CH:36]=[CH:35][CH:34]=3)[C:6]([NH:5][C:1]([CH3:4])([CH3:2])[CH3:3])=[O:7])[CH2:13][CH2:14]2)=[O:19])=[CH:25][N:24]=1. The catalyst class is: 4. (8) Reactant: [O-]P([O-])([O-])=O.[K+].[K+].[K+].[CH3:9][C:10]1[CH:11]=[C:12](I)[CH:13]=[C:14]([CH3:16])[CH:15]=1.[NH:18]1[CH2:22][CH2:21][CH2:20][C:19]1=[O:23].CCCCCCCCCCCC. Product: [CH3:9][C:10]1[CH:11]=[C:12]([N:18]2[CH2:22][CH2:21][CH2:20][C:19]2=[O:23])[CH:13]=[C:14]([CH3:16])[CH:15]=1. The catalyst class is: 11. (9) Reactant: [Br:1][C:2]1[CH:10]=[C:9]2[C:5]([CH2:6][C:7]3([CH2:16][CH2:15][CH:14]([OH:17])[CH2:13][CH2:12]3)[C:8]2=[O:11])=[CH:4][C:3]=1[CH3:18].CI.[CH3:21]C(C)([O-])C.[K+].O. Product: [Br:1][C:2]1[CH:10]=[C:9]2[C:5]([CH2:6][C:7]3([CH2:16][CH2:15][CH:14]([O:17][CH3:21])[CH2:13][CH2:12]3)[C:8]2=[O:11])=[CH:4][C:3]=1[CH3:18]. The catalyst class is: 170.